From a dataset of Forward reaction prediction with 1.9M reactions from USPTO patents (1976-2016). Predict the product of the given reaction. (1) The product is: [F:1][C:2]1[CH:10]=[C:9]2[C:5]([C:6]([C:20]3[CH:25]=[N:24][C:23]([O:26][CH:27]4[CH2:32][CH2:31][NH:30][CH2:29][CH2:28]4)=[CH:22][CH:21]=3)=[CH:7][N:8]2[S:11]([C:14]2[CH:15]=[CH:16][CH:17]=[CH:18][CH:19]=2)(=[O:13])=[O:12])=[CH:4][CH:3]=1. Given the reactants [F:1][C:2]1[CH:10]=[C:9]2[C:5]([C:6]([C:20]3[CH:21]=[CH:22][C:23]([O:26][CH:27]4[CH2:32][CH2:31][N:30](C(OC(C)(C)C)=O)[CH2:29][CH2:28]4)=[N:24][CH:25]=3)=[CH:7][N:8]2[S:11]([C:14]2[CH:19]=[CH:18][CH:17]=[CH:16][CH:15]=2)(=[O:13])=[O:12])=[CH:4][CH:3]=1.Cl, predict the reaction product. (2) Given the reactants [N:1]([CH2:4][C:5]1[C:6]([C:12]2[C:17]3[S:18][C:19]([C:21]4[C:26]([F:27])=[CH:25][N:24]=[C:23]([NH:28][CH2:29][CH2:30][N:31]5[CH2:35][CH2:34][NH:33][C:32]5=[O:36])[N:22]=4)=[CH:20][C:16]=3[CH:15]=[CH:14][CH:13]=2)=[CH:7][C:8]([F:11])=[N:9][CH:10]=1)=[N+]=[N-].C(O)=O.NN.C(=O)([O-])[O-].[Na+].[Na+], predict the reaction product. The product is: [NH2:1][CH2:4][C:5]1[C:6]([C:12]2[C:17]3[S:18][C:19]([C:21]4[C:26]([F:27])=[CH:25][N:24]=[C:23]([NH:28][CH2:29][CH2:30][N:31]5[CH2:35][CH2:34][NH:33][C:32]5=[O:36])[N:22]=4)=[CH:20][C:16]=3[CH:15]=[CH:14][CH:13]=2)=[CH:7][C:8]([F:11])=[N:9][CH:10]=1. (3) Given the reactants [H-].[Na+].[Cl:3][C:4]1[C:13]2[C:8](=[C:9]([Cl:14])[CH:10]=[CH:11][CH:12]=2)[CH:7]=[C:6]([OH:15])[N:5]=1.Br[CH:17]([CH3:19])[CH3:18], predict the reaction product. The product is: [Cl:3][C:4]1[C:13]2[C:8](=[C:9]([Cl:14])[CH:10]=[CH:11][CH:12]=2)[CH:7]=[C:6]([O:15][CH:17]([CH3:19])[CH3:18])[N:5]=1. (4) The product is: [Br:7][C:8]1[CH:13]=[C:12]([F:14])[CH:11]=[CH:10][C:9]=1[C:15]([CH3:19])([CH3:18])[CH2:16][NH2:17]. Given the reactants B.C1COCC1.[Br:7][C:8]1[CH:13]=[C:12]([F:14])[CH:11]=[CH:10][C:9]=1[C:15]([CH3:19])([CH3:18])[C:16]#[N:17], predict the reaction product. (5) Given the reactants [OH:1][CH2:2][C@@H:3]([N:5]1[C:13](=[O:14])[C:12]2[C:7](=[CH:8][CH:9]=[CH:10][CH:11]=2)[C:6]1=[O:15])[CH3:4].CCN(C(C)C)C(C)C.Cl[CH2:26][O:27][CH3:28].O, predict the reaction product. The product is: [CH3:26][O:27][CH2:28][O:1][CH2:2][C@@H:3]([N:5]1[C:13](=[O:14])[C:12]2[C:7](=[CH:8][CH:9]=[CH:10][CH:11]=2)[C:6]1=[O:15])[CH3:4]. (6) Given the reactants [C:1]1([OH:11])[C:10]2[C:5](=[CH:6][CH:7]=[CH:8][CH:9]=2)[CH:4]=[CH:3][CH:2]=1.[P:12](Cl)([Cl:15])([Cl:14])=[O:13].CCN(CC)CC, predict the reaction product. The product is: [P:12]([Cl:15])([Cl:14])([O:11][C:1]1[C:10]2[C:5](=[CH:6][CH:7]=[CH:8][CH:9]=2)[CH:4]=[CH:3][CH:2]=1)=[O:13]. (7) Given the reactants [C:1]([C:3]1[CH:14]=[CH:13][C:6]([C:7]([N:9]([O:11][CH3:12])[CH3:10])=[O:8])=[CH:5][CH:4]=1)#[N:2].C[Si]([N:19]=[N+:20]=[N-:21])(C)C.C([Sn](=O)CCCC)CCC, predict the reaction product. The product is: [CH3:12][O:11][N:9]([CH3:10])[C:7](=[O:8])[C:6]1[CH:13]=[CH:14][C:3]([C:1]2[N:19]=[N:20][NH:21][N:2]=2)=[CH:4][CH:5]=1.